Predict the product of the given reaction. From a dataset of Forward reaction prediction with 1.9M reactions from USPTO patents (1976-2016). (1) Given the reactants [F:1][C:2]([F:34])([F:33])[C:3]1[CH:4]=[C:5]([C:13]([N:15]2[CH2:20][CH2:19][C@H:18]([N:21]3[CH2:26][CH2:25][NH:24][CH2:23][CH2:22]3)[C@H:17]([C:27]3[CH:32]=[CH:31][CH:30]=[CH:29][CH:28]=3)[CH2:16]2)=[O:14])[CH:6]=[C:7]([C:9]([F:12])([F:11])[F:10])[CH:8]=1.C(=O)([O-])[O-].[K+].[K+].Cl[CH2:42][C:43]([N:45]([CH3:47])[CH3:46])=[O:44].O, predict the reaction product. The product is: [F:34][C:2]([F:33])([F:1])[C:3]1[CH:4]=[C:5]([CH:6]=[C:7]([C:9]([F:10])([F:11])[F:12])[CH:8]=1)[C:13]([N:15]1[CH2:20][CH2:19][C@H:18]([N:21]2[CH2:26][CH2:25][N:24]([CH2:42][C:43]([N:45]([CH3:47])[CH3:46])=[O:44])[CH2:23][CH2:22]2)[C@H:17]([C:27]2[CH:32]=[CH:31][CH:30]=[CH:29][CH:28]=2)[CH2:16]1)=[O:14]. (2) Given the reactants [C@@H:1]1([O:11][CH2:12][CH2:13][NH:14][C:15](=[O:58])[CH2:16][N:17]([CH2:35][C:36]([NH:38][CH2:39][CH2:40][CH2:41][CH2:42][CH2:43][C:44](OC2C(F)=C(F)C(F)=C(F)C=2F)=[O:45])=[O:37])[CH2:18][C:19](=[O:34])[NH:20][CH2:21][CH2:22][O:23][C@@H:24]2[O:32][C@@H:31]([CH3:33])[C@@H:29]([OH:30])[C@@H:27]([OH:28])[C@@H:25]2[OH:26])[O:9][C@@H:8]([CH3:10])[C@@H:6]([OH:7])[C@@H:4]([OH:5])[C@@H:2]1[OH:3].Cl.[NH2:60][CH2:61][C@@H:62]([C:81]([OH:83])=[O:82])[NH:63][C:64]([O:66][CH2:67][CH:68]1[C:80]2[CH:79]=[CH:78][CH:77]=[CH:76][C:75]=2[C:74]2[C:69]1=[CH:70][CH:71]=[CH:72][CH:73]=2)=[O:65].CCN(C(C)C)C(C)C, predict the reaction product. The product is: [O:58]=[C:15]([NH:14][CH2:13][CH2:12][O:11][C@@H:1]1[O:9][C@@H:8]([CH3:10])[C@@H:6]([OH:7])[C@@H:4]([OH:5])[C@@H:2]1[OH:3])[CH2:16][N:17]([CH2:35][C:36]([NH:38][CH2:39][CH2:40][CH2:41][CH2:42][CH2:43][C:44]([NH:60][CH2:61][C@@H:62]([C:81]([OH:83])=[O:82])[NH:63][C:64]([O:66][CH2:67][CH:68]1[C:69]2[CH:70]=[CH:71][CH:72]=[CH:73][C:74]=2[C:75]2[C:80]1=[CH:79][CH:78]=[CH:77][CH:76]=2)=[O:65])=[O:45])=[O:37])[CH2:18][C:19]([NH:20][CH2:21][CH2:22][O:23][C@@H:24]1[O:32][C@@H:31]([CH3:33])[C@@H:29]([OH:30])[C@@H:27]([OH:28])[C@@H:25]1[OH:26])=[O:34].